Dataset: Reaction yield outcomes from USPTO patents with 853,638 reactions. Task: Predict the reaction yield, written as a fraction of the theoretical maximum amount of product (1.0 means a 100% yield; for example, 0.34 means a 34% yield). (1) The reactants are [Cl:1][C:2]1[CH:3]=[CH:4][C:5]2[N:11]([CH2:12][C:13]([CH3:17])([CH3:16])[CH2:14][OH:15])[C:10](=[O:18])[C@@H:9]([CH2:19][C:20]([NH:22][CH2:23][CH2:24][CH2:25][O:26][C:27]3[CH:28]=[C:29]([CH:33]=[CH:34][CH:35]=3)[C:30]([OH:32])=[O:31])=[O:21])[O:8][C@H:7]([C:36]3[CH:41]=[CH:40][CH:39]=[C:38]([O:42][CH3:43])[C:37]=3[O:44][CH3:45])[C:6]=2[CH:46]=1.N1C=CC=CC=1.[C:53](OCC)(=[O:55])[CH3:54].C(Cl)(=O)C. The catalyst is O. The product is [C:53]([O:15][CH2:14][C:13]([CH3:17])([CH3:16])[CH2:12][N:11]1[C:5]2[CH:4]=[CH:3][C:2]([Cl:1])=[CH:46][C:6]=2[C@@H:7]([C:36]2[CH:41]=[CH:40][CH:39]=[C:38]([O:42][CH3:43])[C:37]=2[O:44][CH3:45])[O:8][C@H:9]([CH2:19][C:20]([NH:22][CH2:23][CH2:24][CH2:25][O:26][C:27]2[CH:28]=[C:29]([CH:33]=[CH:34][CH:35]=2)[C:30]([OH:32])=[O:31])=[O:21])[C:10]1=[O:18])(=[O:55])[CH3:54]. The yield is 0.680. (2) The reactants are [Si:1]([O:8][CH2:9][C:10]1([CH3:30])[S:16][CH2:15][CH2:14][N:13]2[C:17]([C:20]3([C:23]4[CH:28]=[CH:27][C:26](Cl)=[CH:25][CH:24]=4)[CH2:22][CH2:21]3)=[N:18][N:19]=[C:12]2[CH2:11]1)([C:4]([CH3:7])([CH3:6])[CH3:5])([CH3:3])[CH3:2].[N:31]1([C:36]([C:38]2[CH:43]=[CH:42][C:41](B(O)O)=[CH:40][CH:39]=2)=[O:37])[CH2:35][CH2:34][CH2:33][CH2:32]1.C1(P(C2CCCCC2)C2CCCCC2)CCCCC1.P([O-])([O-])([O-])=O.[K+].[K+].[K+]. The catalyst is O1CCOCC1.O.C1C=CC(/C=C/C(/C=C/C2C=CC=CC=2)=O)=CC=1.C1C=CC(/C=C/C(/C=C/C2C=CC=CC=2)=O)=CC=1.C1C=CC(/C=C/C(/C=C/C2C=CC=CC=2)=O)=CC=1.[Pd].[Pd]. The product is [Si:1]([O:8][CH2:9][C:10]1([CH3:30])[S:16][CH2:15][CH2:14][N:13]2[C:17]([C:20]3([C:23]4[CH:28]=[CH:27][C:26]([C:41]5[CH:40]=[CH:39][C:38]([C:36]([N:31]6[CH2:32][CH2:33][CH2:34][CH2:35]6)=[O:37])=[CH:43][CH:42]=5)=[CH:25][CH:24]=4)[CH2:22][CH2:21]3)=[N:18][N:19]=[C:12]2[CH2:11]1)([C:4]([CH3:7])([CH3:6])[CH3:5])([CH3:3])[CH3:2]. The yield is 0.910. (3) The reactants are C(OC([N:8]1[CH2:12][CH2:11][CH2:10][C:9]1([CH2:14][OH:15])[CH3:13])=O)(C)(C)C.O[C:17]1[CH:26]=[CH:25][C:20]([C:21]([O:23][CH3:24])=[O:22])=[CH:19][C:18]=1[N+:27]([O-:29])=[O:28].C1C=CC(P(C2C=CC=CC=2)C2C=CC=CC=2)=CC=1.CC(OC(/N=N/C(OC(C)C)=O)=O)C. The catalyst is C1COCC1. The product is [N+:27]([C:18]1[CH:19]=[C:20]([CH:25]=[CH:26][C:17]=1[O:15][CH2:14][C:9]1([CH3:13])[CH2:10][CH2:11][CH2:12][NH:8]1)[C:21]([O:23][CH3:24])=[O:22])([O-:29])=[O:28]. The yield is 0.210.